Dataset: Reaction yield outcomes from USPTO patents with 853,638 reactions. Task: Predict the reaction yield, written as a fraction of the theoretical maximum amount of product (1.0 means a 100% yield; for example, 0.34 means a 34% yield). (1) The reactants are [Br:1][C:2]1[CH:3]=[C:4]([CH:9]=[CH:10][C:11]=1[OH:12])[C:5]([O:7][CH3:8])=[O:6].C(=O)([O-])[O-].[K+].[K+].[CH2:19](Br)[C:20]1[CH:25]=[CH:24][CH:23]=[CH:22][CH:21]=1. The catalyst is C(#N)C. The product is [CH2:19]([O:12][C:11]1[CH:10]=[CH:9][C:4]([C:5]([O:7][CH3:8])=[O:6])=[CH:3][C:2]=1[Br:1])[C:20]1[CH:25]=[CH:24][CH:23]=[CH:22][CH:21]=1. The yield is 0.750. (2) The product is [CH:3]1([C:6]2[C:15]3[C:10](=[CH:11][CH:12]=[CH:13][CH:14]=3)[C:9]([N:16]3[C:20]([C:21]([F:22])([F:24])[F:23])=[N:19][N:18]=[C:17]3[S:25][C:26]([CH3:33])([CH3:32])[C:27]([OH:29])=[O:28])=[CH:8][CH:7]=2)[CH2:4][CH2:5]1. The reactants are [OH-].[Li+].[CH:3]1([C:6]2[C:15]3[C:10](=[CH:11][CH:12]=[CH:13][CH:14]=3)[C:9]([N:16]3[C:20]([C:21]([F:24])([F:23])[F:22])=[N:19][N:18]=[C:17]3[S:25][C:26]([CH3:33])([CH3:32])[C:27]([O:29]CC)=[O:28])=[CH:8][CH:7]=2)[CH2:5][CH2:4]1. The yield is 0.530. The catalyst is C1COCC1. (3) The reactants are [F:1][C:2]1[CH:3]=[C:4]([NH:21][C:22]([C:24]2[C:25](=[O:39])[N:26]([C:33]3[CH:38]=[CH:37][CH:36]=[CH:35][CH:34]=3)[N:27]([CH2:30][CH2:31]O)[C:28]=2[CH3:29])=[O:23])[CH:5]=[CH:6][C:7]=1[O:8][C:9]1[C:18]2[C:13](=[CH:14][C:15]([O:19][CH3:20])=[CH:16][CH:17]=2)[N:12]=[CH:11][CH:10]=1.[C:40]1(=[O:50])[NH:44][C:43](=[O:45])[C:42]2=[CH:46][CH:47]=[CH:48][CH:49]=[C:41]12.C1(P(C2C=CC=CC=2)C2C=CC=CC=2)C=CC=CC=1.N(C(OCC)=O)=NC(OCC)=O. The catalyst is C(Cl)Cl. The product is [O:45]=[C:43]1[C:42]2[C:41](=[CH:49][CH:48]=[CH:47][CH:46]=2)[C:40](=[O:50])[N:44]1[CH2:31][CH2:30][N:27]1[C:28]([CH3:29])=[C:24]([C:22]([NH:21][C:4]2[CH:5]=[CH:6][C:7]([O:8][C:9]3[C:18]4[C:13](=[CH:14][C:15]([O:19][CH3:20])=[CH:16][CH:17]=4)[N:12]=[CH:11][CH:10]=3)=[C:2]([F:1])[CH:3]=2)=[O:23])[C:25](=[O:39])[N:26]1[C:33]1[CH:34]=[CH:35][CH:36]=[CH:37][CH:38]=1. The yield is 0.880.